Dataset: Forward reaction prediction with 1.9M reactions from USPTO patents (1976-2016). Task: Predict the product of the given reaction. (1) Given the reactants [Cl:1][C:2]1[NH:10][C:9]2[C:8](=[O:11])[N:7]([CH2:12][CH2:13][CH2:14][CH2:15][C:16]([O:18]CC)=[O:17])[C:6](=[O:21])[N:5]([CH2:22][CH3:23])[C:4]=2[N:3]=1.O.[OH-].[Li+], predict the reaction product. The product is: [Cl:1][C:2]1[NH:10][C:9]2[C:8](=[O:11])[N:7]([CH2:12][CH2:13][CH2:14][CH2:15][C:16]([OH:18])=[O:17])[C:6](=[O:21])[N:5]([CH2:22][CH3:23])[C:4]=2[N:3]=1. (2) Given the reactants [NH2:1][C:2]1[CH:7]=[CH:6][C:5]([I:8])=[CH:4][N:3]=1.Cl[CH2:10][CH:11]=O, predict the reaction product. The product is: [I:8][C:5]1[CH:6]=[CH:7][C:2]2[N:3]([CH:10]=[CH:11][N:1]=2)[CH:4]=1. (3) Given the reactants C(OC1C=CN(CC(C2C=CC(CO)=CC=2)=O)C(=O)C=1)C1C=CC=CC=1.[CH2:27]([O:34][C:35]1[N:40]=[CH:39][NH:38][C:37](=[O:41])[CH:36]=1)[C:28]1[CH:33]=[CH:32][CH:31]=[CH:30][CH:29]=1.Cl[CH2:43][C:44]([C:46]1[CH:55]=[C:54]2[C:49]([CH2:50][CH2:51][N:52]([C:56](=[O:61])[C:57]([F:60])([F:59])[F:58])[CH2:53]2)=[CH:48][CH:47]=1)=[O:45], predict the reaction product. The product is: [CH2:27]([O:34][C:35]1[N:40]=[CH:39][N:38]([CH2:43][C:44](=[O:45])[C:46]2[CH:55]=[C:54]3[C:49]([CH2:50][CH2:51][N:52]([C:56](=[O:61])[C:57]([F:60])([F:58])[F:59])[CH2:53]3)=[CH:48][CH:47]=2)[C:37](=[O:41])[CH:36]=1)[C:28]1[CH:33]=[CH:32][CH:31]=[CH:30][CH:29]=1. (4) Given the reactants [F:1][C:2]1[CH:3]=[C:4]2[C:9](=[CH:10][C:11]=1[CH3:12])[C:8](=[O:13])[NH:7][CH:6]=[CH:5]2.[CH2:14](Br)[C:15]1[CH:20]=[CH:19][CH:18]=[CH:17][CH:16]=1, predict the reaction product. The product is: [CH2:14]([O:13][C:8]1[C:9]2[C:4](=[CH:3][C:2]([F:1])=[C:11]([CH3:12])[CH:10]=2)[CH:5]=[CH:6][N:7]=1)[C:15]1[CH:20]=[CH:19][CH:18]=[CH:17][CH:16]=1. (5) Given the reactants [Cl:1][C:2]1[C:3]([F:12])=[CH:4][C:5]([F:11])=[C:6]([CH:10]=1)[C:7](O)=[O:8].Cl.C(N=C=NCCCN(C)C)C.[CH3:25][S:26]([NH2:29])(=[O:28])=[O:27], predict the reaction product. The product is: [Cl:1][C:2]1[C:3]([F:12])=[CH:4][C:5]([F:11])=[C:6]([CH:10]=1)[C:7]([NH:29][S:26]([CH3:25])(=[O:28])=[O:27])=[O:8]. (6) Given the reactants [CH3:1][C:2]1[CH:3]=[C:4]([CH:29]=[CH:30][CH:31]=1)[CH:5]=[N:6][NH:7][C:8]1[CH:13]=[C:12]([N:14]2[CH2:19][CH2:18][O:17][CH2:16][CH2:15]2)[N:11]2[N:20]=[C:21]([CH:23]3[CH2:28][CH2:27][NH:26][CH2:25][CH2:24]3)[CH:22]=[C:10]2[N:9]=1.[C:32](OC(=O)C)(=[O:34])[CH3:33], predict the reaction product. The product is: [C:32]([N:26]1[CH2:25][CH2:24][CH:23]([C:21]2[CH:22]=[C:10]3[N:9]=[C:8]([NH:7][N:6]=[CH:5][C:4]4[CH:29]=[CH:30][CH:31]=[C:2]([CH3:1])[CH:3]=4)[CH:13]=[C:12]([N:14]4[CH2:19][CH2:18][O:17][CH2:16][CH2:15]4)[N:11]3[N:20]=2)[CH2:28][CH2:27]1)(=[O:34])[CH3:33]. (7) Given the reactants S1C=CC=C1.BrBr.I(O)(=O)(=O)=O.Br[C:14]1[C:18]2[N:19]=[C:20](Cl)[N:21]=[CH:22][C:17]=2[S:16][CH:15]=1, predict the reaction product. The product is: [N:19]1[C:18]2[CH:14]=[CH:15][S:16][C:17]=2[CH:22]=[N:21][CH:20]=1. (8) Given the reactants [Br:1][C:2]1[CH:3]=[C:4]([N+]([O-])=O)[C:5]([C:8]#[N:9])=[N:6][CH:7]=1.[CH2:13]([N:15]1[C:19]([OH:20])=[CH:18][CH:17]=[N:16]1)[CH3:14].C(=O)([O-])[O-].[Na+].[Na+].C(#N)C, predict the reaction product. The product is: [Br:1][C:2]1[CH:3]=[C:4]([O:20][C:19]2[N:15]([CH2:13][CH3:14])[N:16]=[CH:17][CH:18]=2)[C:5]([C:8]#[N:9])=[N:6][CH:7]=1. (9) Given the reactants [CH3:1][C:2]([O:4][C:5]1[S:9][C:8]2[CH2:10][CH2:11][N:12]([CH:14]([C:22]([CH:24]3[CH2:26][CH2:25]3)=[O:23])[C:15]3[CH:16]=[CH:17][CH:18]=[CH:19][C:20]=3[F:21])[CH2:13][C:7]=2[CH:6]=1)=[O:3].[ClH:27].C(O)(C)C, predict the reaction product. The product is: [CH3:1][C:2]([O:4][C:5]1[S:9][C:8]2[CH2:10][CH2:11][N:12]([CH:14]([C:22]([CH:24]3[CH2:26][CH2:25]3)=[O:23])[C:15]3[CH:16]=[CH:17][CH:18]=[CH:19][C:20]=3[F:21])[CH2:13][C:7]=2[CH:6]=1)=[O:3].[ClH:27].